From a dataset of Forward reaction prediction with 1.9M reactions from USPTO patents (1976-2016). Predict the product of the given reaction. (1) The product is: [F:23][C:24]1[CH:29]=[CH:28][CH:27]=[C:26]([F:30])[C:25]=1[NH:31][C:7]1[C:12]([CH3:13])=[C:11]([CH3:14])[N:10]=[C:9]([NH:15][CH2:16][C:17]2[CH:22]=[CH:21][CH:20]=[CH:19][N:18]=2)[N:8]=1. Given the reactants C1(N[C:7]2[C:12]([CH3:13])=[C:11]([CH3:14])[N:10]=[C:9]([NH:15][CH2:16][C:17]3[CH:22]=[CH:21][CH:20]=[CH:19][N:18]=3)[N:8]=2)CCCC1.[F:23][C:24]1[CH:29]=[CH:28][CH:27]=[C:26]([F:30])[C:25]=1[NH2:31], predict the reaction product. (2) Given the reactants [CH3:1][C:2]1[C:6]([CH3:7])=[C:5]([N:8](COCCOC)[S:9]([C:12]2[S:13][C:14]([CH3:45])=[CH:15][C:16]=2[C:17]2[CH:22]=[CH:21][C:20]([CH2:23][N:24]3[C:32]4[CH:31]=[C:30]([CH2:33][CH3:34])[N:29]=[C:28]([CH3:35])[C:27]=4[C:26]([C:36]4[S:37][CH:38]=[CH:39][CH:40]=4)=[N:25]3)=[CH:19][C:18]=2[CH2:41][O:42][CH2:43][CH3:44])(=[O:11])=[O:10])[O:4][N:3]=1.Cl, predict the reaction product. The product is: [CH3:1][C:2]1[C:6]([CH3:7])=[C:5]([NH:8][S:9]([C:12]2[S:13][C:14]([CH3:45])=[CH:15][C:16]=2[C:17]2[CH:22]=[CH:21][C:20]([CH2:23][N:24]3[C:32]4[CH:31]=[C:30]([CH2:33][CH3:34])[N:29]=[C:28]([CH3:35])[C:27]=4[C:26]([C:36]4[S:37][CH:38]=[CH:39][CH:40]=4)=[N:25]3)=[CH:19][C:18]=2[CH2:41][O:42][CH2:43][CH3:44])(=[O:11])=[O:10])[O:4][N:3]=1. (3) Given the reactants [NH2:1][C@H:2]([CH2:21][C:22]1[CH:27]=[CH:26][C:25]([Cl:28])=[CH:24][CH:23]=1)[C:3]([N:5]1[CH2:10][CH2:9][N:8]([C:11]2[C:20]3[C:15](=[CH:16][CH:17]=[CH:18][CH:19]=3)[N:14]=[CH:13][N:12]=2)[CH2:7][CH2:6]1)=[O:4].[C:29]([CH:36]([NH2:39])C=O)(OC(C)(C)C)=O.[BH4-].[Na+], predict the reaction product. The product is: [NH2:39][CH2:36][CH2:29][NH:1][C@H:2]([CH2:21][C:22]1[CH:23]=[CH:24][C:25]([Cl:28])=[CH:26][CH:27]=1)[C:3]([N:5]1[CH2:10][CH2:9][N:8]([C:11]2[C:20]3[C:15](=[CH:16][CH:17]=[CH:18][CH:19]=3)[N:14]=[CH:13][N:12]=2)[CH2:7][CH2:6]1)=[O:4]. (4) The product is: [CH3:27][N:25]([CH3:26])[CH2:24][CH2:23][CH2:22][N+:6]([O-:29])([CH2:5][CH2:4][CH2:3][N:2]([CH3:1])[CH3:28])[S:7]([CH2:10][CH2:11][C:12]([F:21])([C:17]([F:18])([F:19])[F:20])[C:13]([F:15])([F:14])[F:16])(=[O:9])=[O:8]. Given the reactants [CH3:1][N:2]([CH3:28])[CH2:3][CH2:4][CH2:5][N:6]([CH2:22][CH2:23][CH2:24][N:25]([CH3:27])[CH3:26])[S:7]([CH2:10][CH2:11][C:12]([F:21])([C:17]([F:20])([F:19])[F:18])[C:13]([F:16])([F:15])[F:14])(=[O:9])=[O:8].[OH:29]O.C.[I-].[K+], predict the reaction product. (5) The product is: [F:41][C:42]([F:52])([F:53])[C:43]1[CH:44]=[C:45]([NH:49][C:50]([N:27]2[C:17]3[N:18]=[C:19]([N:21]4[CH2:26][CH2:25][O:24][CH2:23][CH2:22]4)[N:20]=[C:15]([C:12]4[CH:11]=[N:10][C:9]([N:8]([CH2:7][C:6]5[CH:5]=[CH:4][C:3]([O:2][CH3:1])=[CH:40][CH:39]=5)[CH2:30][C:31]5[CH:32]=[CH:33][C:34]([O:37][CH3:38])=[CH:35][CH:36]=5)=[N:14][CH:13]=4)[C:16]=3[CH2:29][CH2:28]2)=[O:51])[CH:46]=[CH:47][CH:48]=1. Given the reactants [CH3:1][O:2][C:3]1[CH:40]=[CH:39][C:6]([CH2:7][N:8]([CH2:30][C:31]2[CH:36]=[CH:35][C:34]([O:37][CH3:38])=[CH:33][CH:32]=2)[C:9]2[N:14]=[CH:13][C:12]([C:15]3[C:16]4[CH2:29][CH2:28][NH:27][C:17]=4[N:18]=[C:19]([N:21]4[CH2:26][CH2:25][O:24][CH2:23][CH2:22]4)[N:20]=3)=[CH:11][N:10]=2)=[CH:5][CH:4]=1.[F:41][C:42]([F:53])([F:52])[C:43]1[CH:44]=[C:45]([N:49]=[C:50]=[O:51])[CH:46]=[CH:47][CH:48]=1, predict the reaction product. (6) The product is: [CH:1]([C:4]1[NH:8][C:7]([C:9]2[CH:14]=[CH:13][CH:12]=[C:11]([CH3:15])[N:10]=2)=[C:6]([C:16]2[CH:17]=[C:18]([C:32]3[CH:37]=[CH:36][CH:35]=[C:34]([S:38]([NH2:41])(=[O:40])=[O:39])[CH:33]=3)[CH:19]=[CH:20][CH:21]=2)[N:5]=1)([CH3:3])[CH3:2]. Given the reactants [CH:1]([C:4]1[NH:5][C:6]([C:16]2[CH:21]=[CH:20][CH:19]=[C:18](B3OC(C)(C)C(C)(C)O3)[CH:17]=2)=[C:7]([C:9]2[CH:14]=[CH:13][CH:12]=[C:11]([CH3:15])[N:10]=2)[N:8]=1)([CH3:3])[CH3:2].Br[C:32]1[CH:33]=[C:34]([S:38]([NH2:41])(=[O:40])=[O:39])[CH:35]=[CH:36][CH:37]=1, predict the reaction product. (7) Given the reactants [F:1][C:2]1[CH:9]=[C:8]([S:10][C:11]([F:16])([F:15])[CH:12]([F:14])[F:13])[CH:7]=[CH:6][C:3]=1[NH:4][CH3:5].[Cl:17][C:18]1[CH:28]=[CH:27][CH:26]=[C:25]([F:29])[C:19]=1[C:20]([N:22]=[C:23]=[O:24])=[O:21].CCCCCC, predict the reaction product. The product is: [Cl:17][C:18]1[CH:28]=[CH:27][CH:26]=[C:25]([F:29])[C:19]=1[C:20]([NH:22][C:23](=[O:24])[N:4]([C:3]1[CH:6]=[CH:7][C:8]([S:10][C:11]([F:16])([F:15])[CH:12]([F:14])[F:13])=[CH:9][C:2]=1[F:1])[CH3:5])=[O:21].